From a dataset of Full USPTO retrosynthesis dataset with 1.9M reactions from patents (1976-2016). Predict the reactants needed to synthesize the given product. (1) Given the product [NH2:7][CH2:8][CH2:9][C@@H:10]([OH:15])[C:11]([CH3:14])([CH3:13])[CH3:12], predict the reactants needed to synthesize it. The reactants are: C(OC(=O)[NH:7][CH2:8][CH2:9][C@@H:10]([OH:15])[C:11]([CH3:14])([CH3:13])[CH3:12])(C)(C)C.Cl. (2) Given the product [F:19][C:20]1[CH:21]=[CH:22][C:23]2[N:24]([C:26]([C:29]3[N:37]=[C:36]4[C:32]([NH:33][C:34](=[O:44])[N:35]4[CH:38]4[CH2:39][CH2:40][O:41][CH2:42][CH2:43]4)=[C:31]([N:53]4[CH2:54][CH2:55][NH:56][CH2:57][CH2:58]4)[N:30]=3)=[CH:27][N:28]=2)[CH:25]=1, predict the reactants needed to synthesize it. The reactants are: [F-].C([N+](CCCC)(CCCC)CCCC)CCC.[F:19][C:20]1[CH:21]=[CH:22][C:23]2[N:24]([C:26]([C:29]3[N:37]=[C:36]4[C:32]([N:33](COCC[Si](C)(C)C)[C:34](=[O:44])[N:35]4[CH:38]4[CH2:43][CH2:42][O:41][CH2:40][CH2:39]4)=[C:31]([N:53]4[CH2:58][CH2:57][N:56](C(OC(C)(C)C)=O)[CH2:55][CH2:54]4)[N:30]=3)=[CH:27][N:28]=2)[CH:25]=1.FC(F)(F)C(O)=O.C(=O)([O-])O.[Na+]. (3) Given the product [NH2:1][C:2]1[C:11]2[C:6](=[CH:7][CH:8]=[CH:9][C:10]=2[O:12][C:13]2[CH:18]=[CH:17][C:16]([OH:19])=[CH:15][CH:14]=2)[N:5]=[CH:4][N:3]=1, predict the reactants needed to synthesize it. The reactants are: [NH2:1][C:2]1[C:11]2[C:6](=[CH:7][CH:8]=[CH:9][C:10]=2[O:12][C:13]2[CH:18]=[CH:17][C:16]([O:19]CC3C=CC=CC=3)=[CH:15][CH:14]=2)[N:5]=[CH:4][N:3]=1. (4) Given the product [CH:19]1([C:17]2[N:23]([C:26]3[CH:31]=[CH:30][CH:29]=[CH:28][C:27]=3[F:32])[N:24]=[N:25][C:16]=2[C:15]([O:14][CH2:12][CH3:13])=[O:22])[CH2:21][CH2:20]1, predict the reactants needed to synthesize it. The reactants are: C1CCN2C(=NCCC2)CC1.[CH2:12]([O:14][C:15](=[O:22])[CH2:16][C:17]([CH:19]1[CH2:21][CH2:20]1)=O)[CH3:13].[N:23]([C:26]1[CH:31]=[CH:30][CH:29]=[CH:28][C:27]=1[F:32])=[N+:24]=[N-:25].O. (5) Given the product [F:39][C:4]1[CH:3]=[C:2]([NH:1][C:50]([NH:61][C:62]2[CH:66]=[C:65]([CH3:67])[O:64][N:63]=2)=[O:52])[CH:38]=[CH:37][C:5]=1[O:6][C:7]1[CH:12]=[CH:11][N:10]=[C:9]2[CH:13]=[C:14]([C:16]3[CH:17]=[CH:18][C:19]([CH2:20][N:21]([CH2:25][CH2:26][O:27][CH2:28][CH2:29][O:30][CH2:31][CH2:32][O:33][CH3:34])[C:22](=[O:24])[CH3:23])=[CH:35][CH:36]=3)[S:15][C:8]=12, predict the reactants needed to synthesize it. The reactants are: [NH2:1][C:2]1[CH:38]=[CH:37][C:5]([O:6][C:7]2[CH:12]=[CH:11][N:10]=[C:9]3[CH:13]=[C:14]([C:16]4[CH:36]=[CH:35][C:19]([CH2:20][N:21]([CH2:25][CH2:26][O:27][CH2:28][CH2:29][O:30][CH2:31][CH2:32][O:33][CH3:34])[C:22](=[O:24])[CH3:23])=[CH:18][CH:17]=4)[S:15][C:8]=23)=[C:4]([F:39])[CH:3]=1.CCN(C(C)C)C(C)C.Cl[C:50](Cl)([O:52]C(=O)OC(Cl)(Cl)Cl)Cl.[NH2:61][C:62]1[CH:66]=[C:65]([CH3:67])[O:64][N:63]=1. (6) Given the product [Cl:28][C:16]1[C:15]([CH2:14][O:7][CH:8]2[CH2:12][CH2:11][O:10][CH2:9]2)=[C:23]([S:24]([CH3:27])(=[O:26])=[O:25])[CH:22]=[CH:21][C:17]=1[C:18]([OH:20])=[O:19], predict the reactants needed to synthesize it. The reactants are: CC(C)([O-])C.[K+].[OH:7][CH:8]1[CH2:12][CH2:11][O:10][CH2:9]1.Br[CH2:14][C:15]1[C:16]([Cl:28])=[C:17]([CH:21]=[CH:22][C:23]=1[S:24]([CH3:27])(=[O:26])=[O:25])[C:18]([OH:20])=[O:19].Cl.